This data is from Catalyst prediction with 721,799 reactions and 888 catalyst types from USPTO. The task is: Predict which catalyst facilitates the given reaction. (1) Reactant: CN([C:4]([O:8]N1N=NC2C=CC=CC1=2)=[N+](C)C)C.[B-](F)(F)(F)F.[O:23]1[CH:27]=[CH:26][C:25]([C:28]([OH:30])=O)=[CH:24]1.CC[N:33]([CH:37]([CH3:39])[CH3:38])[CH:34]([CH3:36])C.[OH2:40]. Product: [O:23]1[CH:27]=[CH:26][C:25]([C:28]([N:33]2[CH2:34][CH2:36][CH2:39][C@H:37]2[C:38]([O:8][CH3:4])=[O:40])=[O:30])=[CH:24]1. The catalyst class is: 2. (2) Reactant: [Cl:1][C:2]1[CH:3]=[C:4]([C@@H:8]([C@@H:17]2[O:22][CH2:21][CH2:20][N:19]([C:23](=[O:47])[NH:24][C@H:25]([C@H:33]([OH:46])[CH2:34][N:35](C)[C:36](OCC[Si](C)(C)C)=O)[CH2:26][CH:27]3[CH2:32][CH2:31][O:30][CH2:29][CH2:28]3)[CH2:18]2)[O:9][CH2:10][CH2:11][NH:12][C:13](=[O:16])[O:14][CH3:15])[CH:5]=[CH:6][CH:7]=1.[N+](CC)(CC)(CC)CC.[F-]. The catalyst class is: 23. Product: [Cl:1][C:2]1[CH:3]=[C:4]([C@@H:8]([C@@H:17]2[O:22][CH2:21][CH2:20][N:19]([C:23](=[O:47])[NH:24][C@H:25]([C@H:33]([OH:46])[CH2:34][NH:35][CH3:36])[CH2:26][CH:27]3[CH2:32][CH2:31][O:30][CH2:29][CH2:28]3)[CH2:18]2)[O:9][CH2:10][CH2:11][NH:12][C:13](=[O:16])[O:14][CH3:15])[CH:5]=[CH:6][CH:7]=1.